Predict the reactants needed to synthesize the given product. From a dataset of Full USPTO retrosynthesis dataset with 1.9M reactions from patents (1976-2016). Given the product [CH2:1]([C:8]1[C:9](=[O:18])[N:10]([CH2:20][C:21]2[CH:26]=[CH:25][C:24]([C:27]3[CH:32]=[CH:31][CH:30]=[CH:29][C:28]=3[C:33]3[NH:37][C:36](=[O:43])[O:35][N:34]=3)=[CH:23][CH:22]=2)[C:11]([O:15][CH2:16][CH3:17])=[N:12][C:13]=1[CH3:14])[C:2]1[CH:3]=[CH:4][CH:5]=[CH:6][CH:7]=1, predict the reactants needed to synthesize it. The reactants are: [CH2:1]([C:8]1[C:9](=[O:18])[NH:10][C:11]([O:15][CH2:16][CH3:17])=[N:12][C:13]=1[CH3:14])[C:2]1[CH:7]=[CH:6][CH:5]=[CH:4][CH:3]=1.Br[CH2:20][C:21]1[CH:26]=[CH:25][C:24]([C:27]2[CH:32]=[CH:31][CH:30]=[CH:29][C:28]=2[C:33]2[N:37]=[C:36](C(Cl)(Cl)Cl)[O:35][N:34]=2)=[CH:23][CH:22]=1.C(=O)([O-])[O-:43].[Cs+].[Cs+].